This data is from Experimentally validated miRNA-target interactions with 360,000+ pairs, plus equal number of negative samples. The task is: Binary Classification. Given a miRNA mature sequence and a target amino acid sequence, predict their likelihood of interaction. (1) The miRNA is mmu-miR-1964-3p with sequence CCGACUUCUGGGCUCCGGCUUU. The protein sequence of the target gene is MNAKVVVVLVLVLTALCLSDGKPVSLSYRCPCRFFESHVARANVKHLKILNTPNCALQIVARLKNNNRQVCIDPKLKWIQEYLEKALNKRFKM. Result: 0 (no interaction). (2) The miRNA is hsa-miR-4699-3p with sequence AAUUUACUCUGCAAUCUUCUCC. The protein sequence of the target gene is MEIKDQGAQMEPLLPTRNDEEAVVDRGGTRSILKTHFEKEDLEGHRTLFIGVHVPLGGRKSHRRHRHRGHKHRKRDRERDSGLEDGRESPSFDTPSQRVQFILGTEDDDEEHIPHDLFTELDEICWREGEDAEWRETARWLKFEEDVEDGGERWSKPYVATLSLHSLFELRSCILNGTVLLDMHANTLEEIADMVLDQQVSSGQLNEDVRHRVHEALMKQHHHQNQKKLTNRIPIVRSFADIGKKQSEPNSMDKNAGQVVSPQSAPACVENKNDVSRENSTVDFSKGLGGQQKGHTSPCG.... Result: 0 (no interaction).